Dataset: Forward reaction prediction with 1.9M reactions from USPTO patents (1976-2016). Task: Predict the product of the given reaction. (1) Given the reactants [H-].[Al+3].[Li+].[H-].[H-].[H-].[C:7]([O:11][C:12]([N:14]1[CH2:19][CH2:18][CH:17]([N:20]([C:31]2[CH:39]=[CH:38][C:34]3[S:35][CH:36]=[CH:37][C:33]=3[CH:32]=2)[CH2:21][C:22]2[CH:27]=[CH:26][CH:25]=[C:24]([C:28](O)=[O:29])[CH:23]=2)[CH2:16][CH2:15]1)=[O:13])([CH3:10])([CH3:9])[CH3:8], predict the reaction product. The product is: [C:7]([O:11][C:12]([N:14]1[CH2:19][CH2:18][CH:17]([N:20]([C:31]2[CH:39]=[CH:38][C:34]3[S:35][CH:36]=[CH:37][C:33]=3[CH:32]=2)[CH2:21][C:22]2[CH:27]=[CH:26][CH:25]=[C:24]([CH2:28][OH:29])[CH:23]=2)[CH2:16][CH2:15]1)=[O:13])([CH3:10])([CH3:8])[CH3:9]. (2) The product is: [Br:1][C:2]1[CH:11]=[C:10]2[C:5]([CH2:6][CH2:7][CH2:8][C:9]32[C:23](=[O:24])[NH:21][C:16](=[O:19])[NH:20]3)=[CH:4][CH:3]=1. Given the reactants [Br:1][C:2]1[CH:11]=[C:10]2[C:5]([CH2:6][CH2:7][CH2:8][C:9]2=O)=[CH:4][CH:3]=1.[C-]#N.[K+].[C:16](=[O:19])([O-])[O-].[NH4+:20].[NH4+:21].C[CH2:23][OH:24], predict the reaction product.